Dataset: Forward reaction prediction with 1.9M reactions from USPTO patents (1976-2016). Task: Predict the product of the given reaction. (1) Given the reactants Cl.Br[CH2:3][C:4]1([CH3:28])[CH2:13][C:12]2[C:7](=[C:8]3[CH2:19][C:18]([CH3:21])([CH3:20])[O:17][C:9]3=[C:10]([O:14][CH2:15][CH3:16])[CH:11]=2)[C:6]([C:22]2[CH:27]=[CH:26][CH:25]=[CH:24][CH:23]=2)=[N:5]1.[H-].[Na+].[C:31]1(=[O:41])[NH:35][C:34](=[O:36])[C:33]2=[CH:37][CH:38]=[CH:39][CH:40]=[C:32]12.[K].O, predict the reaction product. The product is: [CH2:15]([O:14][C:10]1[CH:11]=[C:12]2[C:7](=[C:8]3[CH2:19][C:18]([CH3:20])([CH3:21])[O:17][C:9]=13)[C:6]([C:22]1[CH:27]=[CH:26][CH:25]=[CH:24][CH:23]=1)=[N:5][C:4]([CH2:3][N:35]1[C:31](=[O:41])[C:32]3[C:33](=[CH:37][CH:38]=[CH:39][CH:40]=3)[C:34]1=[O:36])([CH3:28])[CH2:13]2)[CH3:16]. (2) Given the reactants FC(F)(F)C(O)=O.[Cl:8][CH2:9][CH2:10][CH2:11]/[C:12](=[CH:16]\[C:17]1[CH:22]=[CH:21][C:20]([N:23]2[CH:27]=[C:26]([CH3:28])[N:25]=[CH:24]2)=[C:19]([O:29][CH3:30])[CH:18]=1)/[C:13]([OH:15])=O.[N:31]1([C:37]2[N:42]=[CH:41][C:40]([CH2:43][NH2:44])=[CH:39][CH:38]=2)[CH2:36][CH2:35][O:34][CH2:33][CH2:32]1.C1C=CC2N(O)N=NC=2C=1.C(N(C(C)C)CC)(C)C, predict the reaction product. The product is: [N:31]1([C:37]2[N:42]=[CH:41][C:40]([CH2:43][NH:44][C:13](=[O:15])/[C:12](=[CH:16]/[C:17]3[CH:22]=[CH:21][C:20]([N:23]4[CH:27]=[C:26]([CH3:28])[N:25]=[CH:24]4)=[C:19]([O:29][CH3:30])[CH:18]=3)/[CH2:11][CH2:10][CH2:9][Cl:8])=[CH:39][CH:38]=2)[CH2:32][CH2:33][O:34][CH2:35][CH2:36]1. (3) Given the reactants [F:1][CH:2]([F:33])[C:3]1[N:7]([C:8]2[N:13]=[C:12]([N:14]3[CH2:19][CH2:18][O:17][CH2:16][CH2:15]3)[N:11]=[C:10]([N:20]3[CH2:25][CH2:24][CH:23]([NH2:26])[CH2:22][CH2:21]3)[N:9]=2)[C:6]2[CH:27]=[CH:28][CH:29]=[C:30]([O:31][CH3:32])[C:5]=2[N:4]=1.[Cl:34][CH2:35][S:36](Cl)(=[O:38])=[O:37].C([O-])([O-])=O.[K+].[K+], predict the reaction product. The product is: [Cl:34][CH2:35][S:36]([NH:26][CH:23]1[CH2:24][CH2:25][N:20]([C:10]2[N:9]=[C:8]([N:7]3[C:6]4[CH:27]=[CH:28][CH:29]=[C:30]([O:31][CH3:32])[C:5]=4[N:4]=[C:3]3[CH:2]([F:1])[F:33])[N:13]=[C:12]([N:14]3[CH2:19][CH2:18][O:17][CH2:16][CH2:15]3)[N:11]=2)[CH2:21][CH2:22]1)(=[O:38])=[O:37]. (4) Given the reactants [CH2:1]([C:8]1[CH:9]=[N:10][C:11]2[C:16]([C:17]=1[C:18]1[CH:19]=[C:20]([NH2:24])[CH:21]=[CH:22][CH:23]=1)=[CH:15][CH:14]=[CH:13][C:12]=2[C:25]([F:28])([F:27])[F:26])[C:2]1[CH:7]=[CH:6][CH:5]=[CH:4][CH:3]=1.[F:29][C:30]1[CH:35]=[CH:34][C:33]([C:36]2[CH:41]=[CH:40][C:39]([OH:42])=[CH:38][CH:37]=2)=[CH:32][C:31]=1[CH:43]=O, predict the reaction product. The product is: [CH2:1]([C:8]1[CH:9]=[N:10][C:11]2[C:16]([C:17]=1[C:18]1[CH:19]=[C:20]([NH:24][CH2:43][C:31]3[CH:32]=[C:33]([C:36]4[CH:41]=[CH:40][C:39]([OH:42])=[CH:38][CH:37]=4)[CH:34]=[CH:35][C:30]=3[F:29])[CH:21]=[CH:22][CH:23]=1)=[CH:15][CH:14]=[CH:13][C:12]=2[C:25]([F:28])([F:26])[F:27])[C:2]1[CH:3]=[CH:4][CH:5]=[CH:6][CH:7]=1. (5) Given the reactants [CH2:1]1[C:9]2[CH:8]=[CH:7][N:6]=[CH:5][C:4]=2[CH2:3][N:2]1[C:10]([NH:12][CH2:13][C@@H:14]1[C:16]2([CH2:21][CH2:20][N:19](C(OC(C)(C)C)=O)[CH2:18][CH2:17]2)[CH2:15]1)=[O:11].[ClH:29], predict the reaction product. The product is: [ClH:29].[C@@H:14]1([CH2:13][NH:12][C:10]([N:2]2[CH2:1][C:9]3[CH:8]=[CH:7][N:6]=[CH:5][C:4]=3[CH2:3]2)=[O:11])[C:16]2([CH2:17][CH2:18][NH:19][CH2:20][CH2:21]2)[CH2:15]1.